From a dataset of Retrosynthesis with 50K atom-mapped reactions and 10 reaction types from USPTO. Predict the reactants needed to synthesize the given product. (1) The reactants are: Nc1ccc([N+](=O)[O-])cc1.O=C(Cl)CCl. Given the product O=C(CCl)Nc1ccc([N+](=O)[O-])cc1, predict the reactants needed to synthesize it. (2) Given the product C=CCn1cc(-c2cc(Oc3ccc(NC(=O)NC(=O)C(C)(C)OC)nc3)ccn2)cn1, predict the reactants needed to synthesize it. The reactants are: C=CCn1cc(B2OC(C)(C)C(C)(C)O2)cn1.COC(C)(C)C(=O)NC(=O)Nc1ccc(Oc2ccnc(Cl)c2)cn1. (3) Given the product CCS(=O)c1c(Cl)c(Cl)c(Cl)c(C#N)c1C#N, predict the reactants needed to synthesize it. The reactants are: CC(=O)OO.CCSc1c(Cl)c(Cl)c(Cl)c(C#N)c1C#N. (4) Given the product CC(=O)OC1CCNCC1, predict the reactants needed to synthesize it. The reactants are: CC(=O)OC1CCN(C(=O)OC(C)(C)C)CC1. (5) Given the product CC(=O)Nc1ccc([N+](=O)[O-])cn1, predict the reactants needed to synthesize it. The reactants are: CC(=O)Cl.Nc1ccc([N+](=O)[O-])cn1. (6) Given the product CON=CC1=CCCN(C(=O)Oc2ccc([N+](=O)[O-])cc2)C1, predict the reactants needed to synthesize it. The reactants are: CON=CC1=CCCNC1.O=C(Cl)Oc1ccc([N+](=O)[O-])cc1. (7) Given the product COC(=O)c1ccc(OC[C@@H]2C[C@H](Oc3ccc4ccccc4c3)CN2C(=O)Cc2ccc3nc(Nc4ccccc4C)oc3c2)cc1, predict the reactants needed to synthesize it. The reactants are: COC(=O)c1ccc(OC[C@@H]2C[C@H](Oc3ccc4ccccc4c3)CN2)cc1.Cc1ccccc1Nc1nc2ccc(CC(=O)O)cc2o1. (8) Given the product CSc1cnc(NS(=O)(=O)c2ccccc2)c(I)c1, predict the reactants needed to synthesize it. The reactants are: CSc1cnc(N)c(I)c1.O=S(=O)(Cl)c1ccccc1. (9) Given the product CC=CCOc1ccccc1I, predict the reactants needed to synthesize it. The reactants are: CC=CCBr.Oc1ccccc1I. (10) Given the product Cc1cc(-c2ccc(C(F)(F)F)cc2)cc(-c2cccc(-c3cccc(S(=O)(=O)N4CC(O)C4)c3)n2)n1, predict the reactants needed to synthesize it. The reactants are: Cc1cc(-c2ccc(C(F)(F)F)cc2)cc(-c2cccc(-c3cccc(S(=O)(=O)Cl)c3)n2)n1.OC1CNC1.